This data is from Drug-target binding data from BindingDB using Ki measurements. The task is: Regression. Given a target protein amino acid sequence and a drug SMILES string, predict the binding affinity score between them. We predict pKi (pKi = -log10(Ki in M); higher means stronger inhibition). Dataset: bindingdb_ki. (1) The small molecule is CC(N)C(O)c1ccc(O)c(O)c1. The pKi is 8.1. The target protein (P43140) has sequence MVLLSENASEGSNCTHPPAPVNISKAILLGVILGGLIIFGVLGNILVILSVACHRHLHSVTHYYIVNLAVADLLLTSTVLPFSAIFEILGYWAFGRVFCNIWAAVDVLCCTASIMGLCIISIDRYIGVSYPLRYPTIVTQRRGVRALLCVWVLSLVISIGPLFGWRQPAPEDETICQINEEPGYVLFSALGSFYVPLAIILVMYCRVYVVAKRESRGLKSGLKTDKSDSEQVTLRIHRKNVPAEGGGVSSAKNKTHFSVRLLKFSREKKAAKTLGIVVGCFVLCWLPFFLVMPIGSFFPDFKPSETVFKIVFWLGYLNSCINPIIYPCSSQEFKKAFQNVLRIQCLRRRQSSKHALGYTLHPPSQALEGQHRDMVRIPVGSGETFYKISKTDGVCEWKFFSSMPQGSARITVPKDQSACTTARVRSKSFLQVCCCVGSSAPRPEENHQVPTIKIHTISLGENGEEV. (2) The small molecule is NOC(=O)CC[C@H]([NH3+])C(S)C(=O)N[C@H](Cc1ccccc1)C(=O)N[C@@H](CCC(=O)O)C(=O)O. The target protein (P04958) has sequence MPITINNFRYSDPVNNDTIIMMEPPYCKGLDIYYKAFKITDRIWIVPERYEFGTKPEDFNPPSSLIEGASEYYDPNYLRTDSDKDRFLQTMVKLFNRIKNNVAGEALLDKIINAIPYLGNSYSLLDKFDTNSNSVSFNLLEQDPSGATTKSAMLTNLIIFGPGPVLNKNEVRGIVLRVDNKNYFPCRDGFGSIMQMAFCPEYVPTFDNVIENITSLTIGKSKYFQDPALLLMHELIHVLHGLYGMQVSSHEIIPSKQEIYMQHTYPISAEELFTFGGQDANLISIDIKNDLYEKTLNDYKAIANKLSQVTSCNDPNIDIDSYKQIYQQKYQFDKDSNGQYIVNEDKFQILYNSIMYGFTEIELGKKFNIKTRLSYFSMNHDPVKIPNLLDDTIYNDTEGFNIESKDLKSEYKGQNMRVNTNAFRNVDGSGLVSKLIGLCKKIIPPTNIRENLYNRTASLTDLGGELCIKIKNEDLTFIAEKNSFSEEPFQDEIVSYNTKN.... The pKi is 4.0. (3) The small molecule is CCCCCc1nc2cc(/C=C/C(=O)NO)ccc2n1CCNC(C)C. The target protein (Q9UQL6) has sequence MNSPNESDGMSGREPSLEILPRTSLHSIPVTVEVKPVLPRAMPSSMGGGGGGSPSPVELRGALVGSVDPTLREQQLQQELLALKQQQQLQKQLLFAEFQKQHDHLTRQHEVQLQKHLKQQQEMLAAKQQQEMLAAKRQQELEQQRQREQQRQEELEKQRLEQQLLILRNKEKSKESAIASTEVKLRLQEFLLSKSKEPTPGGLNHSLPQHPKCWGAHHASLDQSSPPQSGPPGTPPSYKLPLPGPYDSRDDFPLRKTASEPNLKVRSRLKQKVAERRSSPLLRRKDGTVISTFKKRAVEITGAGPGASSVCNSAPGSGPSSPNSSHSTIAENGFTGSVPNIPTEMLPQHRALPLDSSPNQFSLYTSPSLPNISLGLQATVTVTNSHLTASPKLSTQQEAERQALQSLRQGGTLTGKFMSTSSIPGCLLGVALEGDGSPHGHASLLQHVLLLEQARQQSTLIAVPLHGQSPLVTGERVATSMRTVGKLPRHRPLSRTQSSP.... The pKi is 8.2. (4) The compound is O=C(O)C(CCCCCCOP(=O)(O)O)OP(=O)(O)O. The target protein (Q9JZ55) has sequence MDIKINDITLGNNSPFVLFGGINVLESLDSTLQTCAHYVEVTRKLGIPYIFKASFDKANRSSIHSYRGVGLEEGLKIFEKVKAEFGIPVITDVHEPHQCQPVAEVCDVIQLPAFLARQTDLVVAMAKTGNVVNIKKPQFLSPSQMKNIVEKFHEAGNGKLILCERGSSFGYDNLVVDMLGFGVMKQTCGNLPVIFDVTHSLQTRDAGSAASGGRRAQALDLALAGMATRLAGLFLESHPDPKLAKCDGPSALPLHLLEDFLIRIKALDDLIKSQPILTIE. The pKi is 5.1. (5) The compound is CC[C@H](C)CNC(=O)[C@H](CCCNC(=N)N)NC(=O)[C@H](CC(=O)O)NC(=O)[C@@H](NC(=O)[C@H](C)NC(=O)Cc1ccc(NC(=O)c2ccc3ccccc3c2)cc1)[C@@H](C)CC. The target protein (P16066) has sequence MPGPRRPAGSRLRLLLLLLLPPLLLLLRGSHAGNLTVAVVLPLANTSYPWSWARVGPAVELALAQVKARPDLLPGWTVRTVLGSSENALGVCSDTAAPLAAVDLKWEHNPAVFLGPGCVYAAAPVGRFTAHWRVPLLTAGAPALGFGVKDEYALTTRAGPSYAKLGDFVAALHRRLGWERQALMLYAYRPGDEEHCFFLVEGLFMRVRDRLNITVDHLEFAEDDLSHYTRLLRTMPRKGRVIYICSSPDAFRTLMLLALEAGLCGEDYVFFHLDIFGQSLQGGQGPAPRRPWERGDGQDVSARQAFQAAKIITYKDPDNPEYLEFLKQLKHLAYEQFNFTMEDGLVNTIPASFHDGLLLYIQAVTETLAHGGTVTDGENITQRMWNRSFQGVTGYLKIDSSGDRETDFSLWDMDPENGAFRVVLNYNGTSQELVAVSGRKLNWPLGYPPPDIPKCGFDNEDPACNQDHLSTLEVLALVGSLSLLGILIVSFFIYRKMQLE.... The pKi is 9.4. (6) The drug is O=C(NN1CCCCC1)c1nn(-c2ccc(Cl)cc2Cl)c2c1CCCc1cc(Cl)ccc1-2. The target protein (P32835) has sequence MSAPAANGEVPTFKLVLVGDGGTGKTTFVKRHLTGEFEKKYIATIGVEVHPLSFYTNFGEIKFDVWDTAGQEKFGGLRDGYYINAQCAIIMFDVTSRITYKNVPNWHRDLVRVCENIPIVLCGNKVDVKERKVKAKTITFHRKKNLQYYDISAKSNYNFEKPFLWLARKLAGNPQLEFVASPALAPPEVQVDEQLMQQYQQEMEQATALPLPDEDDADL. The pKi is 10. (7) The compound is O=C(N[C@@H]1CC[C@@H](c2cccc(F)c2F)CN(CC(F)(F)F)C1=O)N1CCC(n2c(=O)[nH]c3ncccc32)CC1. The target protein (P01256) has sequence MGFLKFSPFLVVSILLLYQACGLQAVPLRSTLESSPGMAATLSEEEARLLLAALVQNYMQMKVRELEQEQEAEGSSVTAQKRSCNTATCVTHRLAGLLSRSGGVVKDNFVPTNVGSEAFGRRRRDLQA. The pKi is 5.9. (8) The compound is Nc1cc(CN2CCC(F)(C(=O)N3CCC(N4Cc5cccnc5C4)CC3)CC2)ccn1. The target protein (P58406) has sequence MERAPPDGLMNASGALAGEAAAAGGARGFSAAWTAVLAALMALLIVATVLGNALVMLAFVADSSLRTQNNFFLLNLAISDFLVGAFCIPLYVPYVLTGRWTFGRGLCKLWLVVDYLLCASSVFNIVLISYDRFLSVTRAVSYRAQQGDTRRAVRKMALVWVLAFLLYGPAILSWEYLSGGSSIPEGHCYAEFFYNWYFLITASTLEFFTPFLSVTFFNLSIYLNIQRRTRLRLDGGREAGPEPPPDAQPSPPPAPPSCWGCWPKGHGEAMPLHRYGVGEAGPGVETGEAGLGGGSGGGAAASPTSSSGSSSRGTERPRSLKRGSKPSASSASLEKRMKMVSQSITQRFRLSRDKKVAKSLAIIVSIFGLCWAPYTLLMIIRAACHGHCVPDYWYETSFWLLWANSAVNPVLYPLCHYSFRRAFTKLLCPQKLKVQPHGSLEQCWK. The pKi is 7.8.